From a dataset of HIV replication inhibition screening data with 41,000+ compounds from the AIDS Antiviral Screen. Binary Classification. Given a drug SMILES string, predict its activity (active/inactive) in a high-throughput screening assay against a specified biological target. The result is 0 (inactive). The compound is CC(C)(C)[Si](C)(C)OC1C(C=NO)OC(n2ccc(=O)[nH]c2=O)C1O[Si](C)(C)C(C)(C)C.